Task: Regression. Given two drug SMILES strings and cell line genomic features, predict the synergy score measuring deviation from expected non-interaction effect.. Dataset: Merck oncology drug combination screen with 23,052 pairs across 39 cell lines Drug 1: Cn1nnc2c(C(N)=O)ncn2c1=O. Drug 2: COC1=C2CC(C)CC(OC)C(O)C(C)C=C(C)C(OC(N)=O)C(OC)C=CC=C(C)C(=O)NC(=CC1=O)C2=O. Cell line: HCT116. Synergy scores: synergy=0.445.